From a dataset of Forward reaction prediction with 1.9M reactions from USPTO patents (1976-2016). Predict the product of the given reaction. (1) Given the reactants [Br:1][C:2]1[CH:6]=[C:5]([N:7]2[CH2:11][CH2:10][CH2:9][C@@H:8]2[CH2:12][NH:13][CH3:14])[N:4]([CH3:15])[N:3]=1.C(N(CC)CC)C.[C:31](O[C:31]([O:33][C:34]([CH3:37])([CH3:36])[CH3:35])=[O:32])([O:33][C:34]([CH3:37])([CH3:36])[CH3:35])=[O:32], predict the reaction product. The product is: [C:34]([O:33][C:31](=[O:32])[N:13]([CH2:12][C@H:8]1[CH2:9][CH2:10][CH2:11][N:7]1[C:5]1[N:4]([CH3:15])[N:3]=[C:2]([Br:1])[CH:6]=1)[CH3:14])([CH3:35])([CH3:36])[CH3:37]. (2) Given the reactants Br[C:2]1[CH:3]=[C:4]([C:8]2([C:19]3[CH:24]=[C:23]([CH3:25])[N:22]=[C:21]([CH3:26])[CH:20]=3)[C:16]3[C:11](=[C:12]([F:17])[CH:13]=[CH:14][CH:15]=3)[C:10]([NH2:18])=[N:9]2)[CH:5]=[CH:6][CH:7]=1.[C:27]([C:29]1[CH:30]=[C:31](B(O)O)[CH:32]=[N:33][CH:34]=1)#[N:28].C([O-])([O-])=O.[K+].[K+], predict the reaction product. The product is: [NH2:18][C:10]1[C:11]2[C:16](=[CH:15][CH:14]=[CH:13][C:12]=2[F:17])[C:8]([C:4]2[CH:3]=[C:2]([C:31]3[CH:32]=[N:33][CH:34]=[C:29]([CH:30]=3)[C:27]#[N:28])[CH:7]=[CH:6][CH:5]=2)([C:19]2[CH:20]=[C:21]([CH3:26])[N:22]=[C:23]([CH3:25])[CH:24]=2)[N:9]=1. (3) Given the reactants O=[C:2]([C:7]1[C:15]2[C:10](=[CH:11][CH:12]=[C:13]([C:16]([F:19])([F:18])[F:17])[CH:14]=2)[NH:9][CH:8]=1)[C:3]([O:5][CH3:6])=[O:4].O1CCOCC1, predict the reaction product. The product is: [F:19][C:16]([F:17])([F:18])[C:13]1[CH:14]=[C:15]2[C:10](=[CH:11][CH:12]=1)[NH:9][CH:8]=[C:7]2[CH2:2][C:3]([O:5][CH3:6])=[O:4]. (4) Given the reactants [N:1]1([CH2:6][CH2:7][NH:8][C:9]([C:11]2[CH:34]=[CH:33][C:14]3[NH:15][C:16]([C:18]4[C:30]5[C:29]6[C:24](=[CH:25][CH:26]=[CH:27][CH:28]=6)[C:23](=[N:31]O)[C:22]=5[CH:21]=[CH:20][CH:19]=4)=[N:17][C:13]=3[CH:12]=2)=[O:10])[CH2:5][CH2:4][CH2:3][CH2:2]1.[C:35]([OH:38])(=O)[CH3:36].[CH2:39](O)C, predict the reaction product. The product is: [CH:35]([O:38][CH:34]([CH3:33])[CH3:11])([CH3:36])[CH3:39].[N:1]1([CH2:6][CH2:7][NH:8][C:9]([C:11]2[CH:34]=[CH:33][C:14]3[NH:15][C:16]([C:18]4[C:30]5[C:29]6[C:24](=[CH:25][CH:26]=[CH:27][CH:28]=6)[CH:23]([NH2:31])[C:22]=5[CH:21]=[CH:20][CH:19]=4)=[N:17][C:13]=3[CH:12]=2)=[O:10])[CH2:5][CH2:4][CH2:3][CH2:2]1.